Dataset: Forward reaction prediction with 1.9M reactions from USPTO patents (1976-2016). Task: Predict the product of the given reaction. Given the reactants Cl.[C:2]([CH:10]1[CH2:15][CH2:14][NH:13][CH2:12][CH2:11]1)(=[O:9])[C:3]1[CH:8]=[CH:7][CH:6]=[CH:5][CH:4]=1.[C:16]([O:20][C:21](=[O:32])[NH:22][C@H:23]1[CH2:28][CH2:27][C@H:26]([CH2:29][CH:30]=O)[CH2:25][CH2:24]1)([CH3:19])([CH3:18])[CH3:17], predict the reaction product. The product is: [C:16]([O:20][C:21](=[O:32])[NH:22][C@H:23]1[CH2:24][CH2:25][C@H:26]([CH2:29][CH2:30][N:13]2[CH2:14][CH2:15][CH:10]([C:2](=[O:9])[C:3]3[CH:8]=[CH:7][CH:6]=[CH:5][CH:4]=3)[CH2:11][CH2:12]2)[CH2:27][CH2:28]1)([CH3:19])([CH3:18])[CH3:17].